This data is from Reaction yield outcomes from USPTO patents with 853,638 reactions. The task is: Predict the reaction yield, written as a fraction of the theoretical maximum amount of product (1.0 means a 100% yield; for example, 0.34 means a 34% yield). (1) The reactants are [CH3:1][O:2][C:3](=[O:12])[CH2:4][C:5]1[CH:10]=[CH:9][C:8](Br)=[CH:7][CH:6]=1.C1(P(C2CCCCC2)C2C=CC=CC=2C2C(OC)=CC=CC=2OC)CCCCC1.P([O-])([O-])([O-])=O.[K+].[K+].[K+].[CH2:50]([C:52]([C:71]1[CH:76]=[CH:75][C:74](/[CH:77]=[CH:78]/[C:79]2([OH:84])[CH2:83][CH2:82][CH2:81][CH2:80]2)=[C:73]([CH3:85])[CH:72]=1)([C:55]1[CH:60]=[CH:59][C:58](B2OC(C)(C)C(C)(C)O2)=[C:57]([CH3:70])[CH:56]=1)[CH2:53][CH3:54])[CH3:51].C(=O)(O)[O-].[Na+]. The catalyst is C1(C)C=CC=CC=1.C([O-])(=O)C.[Pd+2].C([O-])(=O)C.O. The product is [CH3:1][O:2][C:3](=[O:12])[CH2:4][C:5]1[CH:10]=[CH:9][C:8]([C:58]2[CH:59]=[CH:60][C:55]([C:52]([CH2:53][CH3:54])([C:71]3[CH:76]=[CH:75][C:74](/[CH:77]=[CH:78]/[C:79]4([OH:84])[CH2:80][CH2:81][CH2:82][CH2:83]4)=[C:73]([CH3:85])[CH:72]=3)[CH2:50][CH3:51])=[CH:56][C:57]=2[CH3:70])=[CH:7][CH:6]=1. The yield is 0.290. (2) The reactants are C[O:2][C:3](=[O:33])[C@@H:4]([NH:17][C:18](=[O:32])[CH2:19][CH2:20][NH:21][C:22]([O:24][CH2:25][C:26]1[CH:31]=[CH:30][CH:29]=[CH:28][CH:27]=1)=[O:23])[CH2:5][CH2:6][CH2:7][CH2:8][NH:9][C:10]([O:12][C:13]([CH3:16])([CH3:15])[CH3:14])=[O:11].[OH-].[Na+]. The catalyst is C1COCC1.CO.CCOC(C)=O. The product is [CH2:25]([O:24][C:22]([NH:21][CH2:20][CH2:19][C:18]([NH:17][C@@H:4]([CH2:5][CH2:6][CH2:7][CH2:8][NH:9][C:10]([O:12][C:13]([CH3:16])([CH3:15])[CH3:14])=[O:11])[C:3]([OH:33])=[O:2])=[O:32])=[O:23])[C:26]1[CH:27]=[CH:28][CH:29]=[CH:30][CH:31]=1. The yield is 0.940. (3) The reactants are [CH3:1][CH:2]1[CH2:14][C:5]2[NH:6][C:7]([C:9]([O:11]CC)=[O:10])=[CH:8][C:4]=2[CH2:3]1.O.[OH-].[Li+]. No catalyst specified. The product is [CH3:1][CH:2]1[CH2:14][C:5]2[NH:6][C:7]([C:9]([OH:11])=[O:10])=[CH:8][C:4]=2[CH2:3]1. The yield is 0.140. (4) The reactants are C(Cl)(=O)C(Cl)=O.[Cl:7][C:8]1[C:13]([C:14]([OH:16])=O)=[CH:12][N:11]=[CH:10][CH:9]=1.[CH2:17]([N:19](CC)CC)C.CN.C1COCC1. The catalyst is C(Cl)Cl.CN(C=O)C. The product is [Cl:7][C:8]1[C:13]([C:14]([NH:19][CH3:17])=[O:16])=[CH:12][N:11]=[CH:10][CH:9]=1. The yield is 0.750. (5) The reactants are Cl[C:2]1[C:8]2[CH:9]=[CH:10][CH:11]=[CH:12][C:7]=2[S:6][C:5]2[CH:13]=[CH:14][C:15]([C:17](=[O:22])[CH2:18][CH2:19][CH2:20][CH3:21])=[CH:16][C:4]=2[N:3]=1.C1COCC1.[CH:28]1([Mg]Cl)[CH2:33][CH2:32][CH2:31][CH2:30][CH2:29]1. The catalyst is CN1CCCC1=O. The product is [CH:28]1([C:2]2[C:8]3[CH:9]=[CH:10][CH:11]=[CH:12][C:7]=3[S:6][C:5]3[CH:13]=[CH:14][C:15]([C:17](=[O:22])[CH2:18][CH2:19][CH2:20][CH3:21])=[CH:16][C:4]=3[N:3]=2)[CH2:33][CH2:32][CH2:31][CH2:30][CH2:29]1. The yield is 0.570.